This data is from Full USPTO retrosynthesis dataset with 1.9M reactions from patents (1976-2016). The task is: Predict the reactants needed to synthesize the given product. (1) The reactants are: [Br:1][C:2]1[CH:3]=[C:4]([NH2:10])[C:5]([NH2:9])=[C:6]([F:8])[CH:7]=1.[CH:11](O)=O. Given the product [Br:1][C:2]1[CH:7]=[C:6]([F:8])[C:5]2[NH:9][CH:11]=[N:10][C:4]=2[CH:3]=1, predict the reactants needed to synthesize it. (2) Given the product [CH3:7][N:5]1[CH:6]=[C:2]([NH:1][C:54]([C:43]2[N:42]([CH3:41])[C:50]3[C:45]([CH:44]=2)=[CH:46][C:47]([N+:51]([O-:53])=[O:52])=[CH:48][CH:49]=3)=[O:55])[CH:3]=[C:4]1[C:8]([NH:10][C:11]1[CH:20]=[C:19]2[C:14]([CH:15]=[C:16]([S:25]([OH:28])(=[O:27])=[O:26])[CH:17]=[C:18]2[S:21]([OH:24])(=[O:23])=[O:22])=[CH:13][CH:12]=1)=[O:9], predict the reactants needed to synthesize it. The reactants are: [NH2:1][C:2]1[CH:3]=[C:4]([C:8]([NH:10][C:11]2[CH:20]=[C:19]3[C:14]([CH:15]=[C:16]([S:25]([OH:28])(=[O:27])=[O:26])[CH:17]=[C:18]3[S:21]([OH:24])(=[O:23])=[O:22])=[CH:13][CH:12]=2)=[O:9])[N:5]([CH3:7])[CH:6]=1.O.O1CCOCC1.C([O-])(O)=O.[Na+].[CH3:41][N:42]1[C:50]2[C:45](=[CH:46][C:47]([N+:51]([O-:53])=[O:52])=[CH:48][CH:49]=2)[CH:44]=[C:43]1[C:54](Cl)=[O:55]. (3) The reactants are: [NH2:1][C:2]1[C:3]([NH:8][C:9]2[CH:16]=[CH:15][C:12]([C:13]#[N:14])=[C:11]([F:17])[CH:10]=2)=[N:4][CH:5]=[CH:6][CH:7]=1.C(N(CC)CC)C.Cl[C:26](=O)[C:27]([O:29][CH2:30][CH3:31])=[O:28].O. Given the product [C:13]([C:12]1[CH:15]=[CH:16][C:9]([N:8]2[C:3]3=[N:4][CH:5]=[CH:6][CH:7]=[C:2]3[N:1]=[C:26]2[C:27]([O:29][CH2:30][CH3:31])=[O:28])=[CH:10][C:11]=1[F:17])#[N:14], predict the reactants needed to synthesize it. (4) Given the product [C:35]1([CH:33]([NH:32][C:31]([CH:29]2[CH2:30][N:24]3[C:25]4[CH:26]([CH:18]([NH2:17])[CH2:19][CH2:20][C:21]=4[CH:22]=[CH:23]3)[C:27](=[O:42])[CH2:28]2)=[O:41])[CH3:34])[CH:36]=[CH:37][CH:38]=[CH:39][CH:40]=1, predict the reactants needed to synthesize it. The reactants are: C1C2C(COC(=O)[NH:17][CH:18]3[CH:26]4[C:27](=[O:42])[CH2:28][CH:29]([C:31](=[O:41])[NH:32][CH:33]([C:35]5[CH:40]=[CH:39][CH:38]=[CH:37][CH:36]=5)[CH3:34])[CH2:30][N:24]5[C:25]4=[C:21]([CH:22]=[CH:23]5)[CH2:20][CH2:19]3)C3C(=CC=CC=3)C=2C=CC=1.C(NCC)C. (5) Given the product [OH:31][C@@H:28]([CH2:29][OH:30])[CH2:27][NH:26][C:22]([C:19]1[CH:20]=[CH:21][C:9]2[C:8](=[O:25])[C:7]3[C:6]4[C:14](=[CH:15][C:3]([C:1]#[N:2])=[CH:4][CH:5]=4)[NH:13][C:12]=3[C:11]([CH3:16])([CH3:17])[C:10]=2[CH:18]=1)=[O:23], predict the reactants needed to synthesize it. The reactants are: [C:1]([C:3]1[CH:15]=[C:14]2[C:6]([C:7]3[C:8](=[O:25])[C:9]4[CH:21]=[CH:20][C:19]([C:22](O)=[O:23])=[CH:18][C:10]=4[C:11]([CH3:17])([CH3:16])[C:12]=3[NH:13]2)=[CH:5][CH:4]=1)#[N:2].[NH2:26][CH2:27][C@@H:28]([OH:31])[CH2:29][OH:30]. (6) Given the product [CH2:1]([N:8]([CH2:14][O:19][CH3:16])[CH2:9][Si:10]([CH3:13])([CH3:12])[CH3:11])[C:2]1[CH:7]=[CH:6][CH:5]=[CH:4][CH:3]=1, predict the reactants needed to synthesize it. The reactants are: [CH2:1]([NH:8][CH2:9][Si:10]([CH3:13])([CH3:12])[CH3:11])[C:2]1[CH:7]=[CH:6][CH:5]=[CH:4][CH:3]=1.[CH2:14]=O.[C:16]([O-:19])([O-])=O.[K+].[K+]. (7) Given the product [NH2:12][C:11]1[S:27][C:1]([C:2]2[CH:7]=[CH:6][CH:5]=[CH:4][CH:3]=2)=[N:9][C:10]=1[C:13]([O:15][CH2:16][CH3:17])=[O:14], predict the reactants needed to synthesize it. The reactants are: [C:1]([NH:9][C@H:10]([C:13]([O:15][CH2:16][CH3:17])=[O:14])[C:11]#[N:12])(=O)[C:2]1[CH:7]=[CH:6][CH:5]=[CH:4][CH:3]=1.COC1C=CC(P2(SP(C3C=CC(OC)=CC=3)(=S)S2)=[S:27])=CC=1.